This data is from Reaction yield outcomes from USPTO patents with 853,638 reactions. The task is: Predict the reaction yield, written as a fraction of the theoretical maximum amount of product (1.0 means a 100% yield; for example, 0.34 means a 34% yield). (1) The reactants are [F:1][C:2]1[CH:9]=[CH:8][C:5]([CH:6]=O)=[CH:4][CH:3]=1.C(Cl)Cl.[C:13]1([CH2:21][NH2:22])[CH:18]=[CH:17][C:16]([CH2:19][NH2:20])=[CH:15][CH:14]=1.[BH4-].[Na+]. The catalyst is C(O)(C)C. The product is [F:1][C:2]1[CH:9]=[CH:8][C:5]([CH2:6][NH:20][CH2:19][C:16]2[CH:17]=[CH:18][C:13]([CH2:21][NH:22][CH2:6][C:5]3[CH:8]=[CH:9][C:2]([F:1])=[CH:3][CH:4]=3)=[CH:14][CH:15]=2)=[CH:4][CH:3]=1. The yield is 0.660. (2) The reactants are C([O:4][CH2:5][C:6]1[C:7]([N:37]2[CH2:49][CH2:48][N:40]3[C:41]4[CH2:42][CH2:43][CH2:44][CH2:45][C:46]=4[CH:47]=[C:39]3[C:38]2=[O:50])=[N:8][CH:9]=[CH:10][C:11]=1[C:12]1[N:13]=[C:14]([NH:20][C:21]2[CH:22]=[N:23][C:24]([N:27]3[CH2:32][CH2:31][N:30]([CH:33]4[CH2:36][O:35][CH2:34]4)[CH2:29][CH2:28]3)=[CH:25][CH:26]=2)[C:15](=[O:19])[N:16]([CH3:18])[CH:17]=1)(=O)C.[OH-].[Li+].O. The product is [OH:4][CH2:5][C:6]1[C:7]([N:37]2[CH2:49][CH2:48][N:40]3[C:41]4[CH2:42][CH2:43][CH2:44][CH2:45][C:46]=4[CH:47]=[C:39]3[C:38]2=[O:50])=[N:8][CH:9]=[CH:10][C:11]=1[C:12]1[N:13]=[C:14]([NH:20][C:21]2[CH:22]=[N:23][C:24]([N:27]3[CH2:28][CH2:29][N:30]([CH:33]4[CH2:36][O:35][CH2:34]4)[CH2:31][CH2:32]3)=[CH:25][CH:26]=2)[C:15](=[O:19])[N:16]([CH3:18])[CH:17]=1. The yield is 0.300. The catalyst is C1COCC1.C(O)(C)C. (3) The reactants are O[Li:2].O.[NH2:4][C:5]1[N:14]=[CH:13][C:12]([Cl:15])=[CH:11][C:6]=1[C:7]([O:9]C)=[O:8]. The catalyst is O.CO. The product is [NH2:4][C:5]1[N:14]=[CH:13][C:12]([Cl:15])=[CH:11][C:6]=1[C:7]([O-:9])=[O:8].[Li+:2]. The yield is 0.950. (4) The reactants are [OH:1][C:2]1[CH:9]=[CH:8][C:5]([CH:6]=[O:7])=[CH:4][CH:3]=1.C(Cl)[Cl:11]. No catalyst specified. The product is [Cl:11][C:3]1[CH:4]=[C:5]([CH:8]=[CH:9][C:2]=1[OH:1])[CH:6]=[O:7]. The yield is 0.770. (5) The reactants are CC1(C)[O:6][C@@H:5]([C@@H:7]([C:17]2[S:18][CH:19]=[CH:20][CH:21]=2)[N:8]2[C:16]3[C:11](=[CH:12][CH:13]=[CH:14][CH:15]=3)[CH:10]=[CH:9]2)[CH2:4][O:3]1.C1(S(O)(=O)=O)C=CC=CC=1. The catalyst is CO.C(OCC)(=O)C. The product is [N:8]1([C@@H:7]([C:17]2[S:18][CH:19]=[CH:20][CH:21]=2)[C@H:5]([OH:6])[CH2:4][OH:3])[C:16]2[C:11](=[CH:12][CH:13]=[CH:14][CH:15]=2)[CH:10]=[CH:9]1. The yield is 0.740.